The task is: Predict the reactants needed to synthesize the given product.. This data is from Full USPTO retrosynthesis dataset with 1.9M reactions from patents (1976-2016). The reactants are: [Cl:1][C:2]1[CH:11]=[CH:10][CH:9]=[C:8]2[C:3]=1[C:4](=[O:22])[N:5]([C:14]1[CH:19]=[CH:18][CH:17]=[CH:16][C:15]=1OC)[C:6]([CH2:12]Cl)=[N:7]2.O.[SH:24][C:25]1[N:33]=[CH:32][N:31]=[C:30]2[C:26]=1[NH:27][CH:28]=[N:29]2.C([O-])([O-])=O.[K+].[K+]. Given the product [C:15]1([C:2]2[CH:11]=[CH:10][CH:9]=[CH:8][CH:3]=2)[CH:16]=[CH:17][CH:18]=[CH:19][C:14]=1[N:5]1[C:4](=[O:22])[C:3]2[C:8](=[CH:9][CH:10]=[CH:11][C:2]=2[Cl:1])[N:7]=[C:6]1[CH2:12][S:24][C:25]1[N:33]=[CH:32][N:31]=[C:30]2[C:26]=1[N:27]=[CH:28][NH:29]2, predict the reactants needed to synthesize it.